Dataset: Full USPTO retrosynthesis dataset with 1.9M reactions from patents (1976-2016). Task: Predict the reactants needed to synthesize the given product. (1) Given the product [Br:14][CH2:13][CH2:12][CH2:11][CH2:10][CH2:9][CH2:8][CH2:7][CH2:6][CH2:5][CH2:4][CH2:3][CH2:2][CH:15]1[CH2:20][CH2:19][CH2:18][CH2:17][CH2:16]1, predict the reactants needed to synthesize it. The reactants are: Br[CH2:2][CH2:3][CH2:4][CH2:5][CH2:6][CH2:7][CH2:8][CH2:9][CH2:10][CH2:11][CH2:12][CH2:13][Br:14].[CH:15]1([Mg]Br)[CH2:20][CH2:19][CH2:18][CH2:17][CH2:16]1.[NH4+].[Cl-]. (2) Given the product [Cl:1][C:2]1[CH:7]=[CH:6][CH:5]=[C:4]([F:8])[C:3]=1[CH2:9][CH2:10][NH:11][C:19]1[CH:24]=[C:23]([C:25]2[CH:26]=[N:27][C:28]([O:31][CH3:32])=[CH:29][CH:30]=2)[N:22]=[C:21]([S:33][CH3:34])[N:20]=1, predict the reactants needed to synthesize it. The reactants are: [Cl:1][C:2]1[CH:7]=[CH:6][CH:5]=[C:4]([F:8])[C:3]=1[CH2:9][CH2:10][NH2:11].C([O-])([O-])=O.[Na+].[Na+].Cl[C:19]1[CH:24]=[C:23]([C:25]2[CH:26]=[N:27][C:28]([O:31][CH3:32])=[CH:29][CH:30]=2)[N:22]=[C:21]([S:33][CH3:34])[N:20]=1.